Dataset: Forward reaction prediction with 1.9M reactions from USPTO patents (1976-2016). Task: Predict the product of the given reaction. (1) Given the reactants [CH2:1]([O:3][C:4]([C:6]1([C:9]2[CH:10]=[N:11][C:12](Cl)=[CH:13][CH:14]=2)[CH2:8][CH2:7]1)=[O:5])[CH3:2].[N:16]1([C:22]([O:24][C:25]([CH3:28])([CH3:27])[CH3:26])=[O:23])[CH2:21][CH2:20][NH:19][CH2:18][CH2:17]1, predict the reaction product. The product is: [C:25]([O:24][C:22]([N:16]1[CH2:21][CH2:20][N:19]([C:12]2[CH:13]=[CH:14][C:9]([C:6]3([C:4]([O:3][CH2:1][CH3:2])=[O:5])[CH2:8][CH2:7]3)=[CH:10][N:11]=2)[CH2:18][CH2:17]1)=[O:23])([CH3:28])([CH3:26])[CH3:27]. (2) Given the reactants [CH:1]1([C:4]2[CH:5]=[C:6]([NH:10][C:11]3[O:12][CH2:13][C:14]4[CH:20]=[C:19]([NH2:21])[CH:18]=[CH:17][C:15]=4[N:16]=3)[CH:7]=[CH:8][CH:9]=2)[CH2:3][CH2:2]1.[CH:22]1([S:25](Cl)(=[O:27])=[O:26])[CH2:24][CH2:23]1, predict the reaction product. The product is: [CH:1]1([C:4]2[CH:5]=[C:6]([NH:10][C:11]3[O:12][CH2:13][C:14]4[CH:20]=[C:19]([NH:21][S:25]([CH:22]5[CH2:24][CH2:23]5)(=[O:27])=[O:26])[CH:18]=[CH:17][C:15]=4[N:16]=3)[CH:7]=[CH:8][CH:9]=2)[CH2:3][CH2:2]1. (3) Given the reactants C([O:3][C:4](=[O:16])[C:5]1[CH:10]=[C:9]([CH2:11][CH:12]([CH3:14])[CH3:13])[N:8]=[C:7]([CH3:15])[CH:6]=1)C.[ClH:17], predict the reaction product. The product is: [ClH:17].[CH3:15][C:7]1[CH:6]=[C:5]([CH:10]=[C:9]([CH2:11][CH:12]([CH3:14])[CH3:13])[N:8]=1)[C:4]([OH:16])=[O:3]. (4) Given the reactants Br[C:2]1[CH:3]=[C:4]2[C:9](=[N:10][CH:11]=1)[N:8]([C:12]([NH2:14])=[O:13])[CH2:7][CH2:6][CH2:5]2.[CH3:15][O:16][C:17]1[CH:18]=[N:19][CH:20]=[C:21](B2OC(C)(C)C(C)(C)O2)[CH:22]=1.C([O-])([O-])=O.[K+].[K+], predict the reaction product. The product is: [CH3:15][O:16][C:17]1[CH:22]=[C:21]([C:2]2[CH:3]=[C:4]3[C:9](=[N:10][CH:11]=2)[N:8]([C:12]([NH2:14])=[O:13])[CH2:7][CH2:6][CH2:5]3)[CH:20]=[N:19][CH:18]=1. (5) Given the reactants [Cl:1][C:2]1[CH:3]=[CH:4][C:5]([N+:21]([O-])=O)=[C:6]([CH:20]=1)[O:7][C@H:8]1[CH2:13][CH2:12][CH2:11][N:10]([C:14](=[O:19])[C:15]([F:18])([F:17])[F:16])[CH2:9]1.Cl[Sn]Cl.O, predict the reaction product. The product is: [NH2:21][C:5]1[CH:4]=[CH:3][C:2]([Cl:1])=[CH:20][C:6]=1[O:7][C@H:8]1[CH2:13][CH2:12][CH2:11][N:10]([C:14](=[O:19])[C:15]([F:17])([F:16])[F:18])[CH2:9]1. (6) Given the reactants [CH3:1][O:2][C:3]1[CH:4]=[C:5]([CH:28]=[CH:29][CH:30]=1)[O:6][CH2:7][C@@H:8]1[CH2:17][CH2:16][C:15]2[CH:14]=[C:13]([C@H:18]3[CH2:27][CH2:26][C@@:20]4([NH:24]C(=O)[O:22][CH2:21]4)[CH2:19]3)[CH:12]=[CH:11][C:10]=2[CH2:9]1.O.O.[OH-].[Li+], predict the reaction product. The product is: [NH2:24][C@:20]1([CH2:21][OH:22])[CH2:26][CH2:27][C@H:18]([C:13]2[CH:12]=[CH:11][C:10]3[CH2:9][C@H:8]([CH2:7][O:6][C:5]4[CH:28]=[CH:29][CH:30]=[C:3]([O:2][CH3:1])[CH:4]=4)[CH2:17][CH2:16][C:15]=3[CH:14]=2)[CH2:19]1. (7) The product is: [C:1]([C:5]1[C:10](=[O:11])[N:9]([CH2:12][C:13]([OH:15])=[O:14])[C:8]2[N:20]=[C:21]([O:24][CH3:25])[CH:22]=[CH:23][C:7]=2[N:6]=1)([CH3:4])([CH3:2])[CH3:3]. Given the reactants [C:1]([C:5]1[C:10](=[O:11])[N:9]([CH2:12][C:13]([O:15]C(C)(C)C)=[O:14])[C:8]2[N:20]=[C:21]([O:24][CH3:25])[CH:22]=[CH:23][C:7]=2[N:6]=1)([CH3:4])([CH3:3])[CH3:2], predict the reaction product.